From a dataset of Full USPTO retrosynthesis dataset with 1.9M reactions from patents (1976-2016). Predict the reactants needed to synthesize the given product. Given the product [CH3:28][N:27]1[C:23]([C:5]2[CH:6]=[C:7]([O:8][CH2:9][CH:10]3[CH2:15][CH2:14][NH:13][CH2:12][CH2:11]3)[C:2]([NH2:1])=[N:3][CH:4]=2)=[CH:24][N:25]=[N:26]1, predict the reactants needed to synthesize it. The reactants are: [NH2:1][C:2]1[C:7]([O:8][CH2:9][CH:10]2[CH2:15][CH2:14][N:13](C(OC(C)(C)C)=O)[CH2:12][CH2:11]2)=[CH:6][C:5]([C:23]2[N:27]([CH3:28])[N:26]=[N:25][CH:24]=2)=[CH:4][N:3]=1.Cl.CCOC(C)=O.CO.